This data is from Forward reaction prediction with 1.9M reactions from USPTO patents (1976-2016). The task is: Predict the product of the given reaction. Given the reactants [CH2:1]([C:5]1[N:6]=[C:7]([CH2:28][CH3:29])[NH:8][C:9](=[O:27])[C:10]=1[CH2:11][C:12]1[CH:17]=[CH:16][C:15]([C:18]2[C:19]([C:24]#[N:25])=[CH:20][CH:21]=[CH:22][CH:23]=2)=[CH:14][C:13]=1[F:26])[CH2:2][CH2:3][CH3:4].[O:30]1[C:34]2[CH:35]=[CH:36][C:37](B(O)O)=[CH:38][C:33]=2[CH2:32][CH2:31]1.N1C=CC=CC=1.C(N(CC)CC)C, predict the reaction product. The product is: [CH2:1]([C:5]1[N:6]=[C:7]([CH2:28][CH3:29])[N:8]([C:37]2[CH:36]=[CH:35][C:34]3[O:30][CH2:31][CH2:32][C:33]=3[CH:38]=2)[C:9](=[O:27])[C:10]=1[CH2:11][C:12]1[CH:17]=[CH:16][C:15]([C:18]2[C:19]([C:24]#[N:25])=[CH:20][CH:21]=[CH:22][CH:23]=2)=[CH:14][C:13]=1[F:26])[CH2:2][CH2:3][CH3:4].